Dataset: Catalyst prediction with 721,799 reactions and 888 catalyst types from USPTO. Task: Predict which catalyst facilitates the given reaction. (1) Reactant: [NH2:1][C:2]1[CH:3]=[C:4]2[C:8](=[CH:9][CH:10]=1)[C:7](=[O:11])[CH2:6][CH2:5]2.[CH:12](OCCCC)=O.C(N(CC)CC)C.O=P(Cl)(Cl)Cl. Product: [N+:1]([C:2]1[CH:3]=[C:4]2[C:8](=[CH:9][CH:10]=1)[C:7](=[O:11])[CH2:6][CH2:5]2)#[C-:12]. The catalyst class is: 1. (2) Reactant: [Si]([O:8][CH2:9][CH2:10][CH2:11][C@@H:12]([NH:17][C:18]1[N:26]=[C:25](Cl)[N:24]=[C:23]2[C:19]=1[N:20]([CH2:35][C:36]1[CH:41]=[CH:40][C:39]([C:42]([F:45])([F:44])[F:43])=[CH:38][CH:37]=1)[C:21]([C:28]1[CH:33]=[CH:32][CH:31]=[C:30]([CH3:34])[CH:29]=1)=[N:22]2)[CH:13]1[CH2:16][CH2:15][CH2:14]1)(C(C)(C)C)(C)C. Product: [CH:13]1([C@H:12]([NH:17][C:18]2[N:26]=[CH:25][N:24]=[C:23]3[C:19]=2[N:20]([CH2:35][C:36]2[CH:37]=[CH:38][C:39]([C:42]([F:43])([F:45])[F:44])=[CH:40][CH:41]=2)[C:21]([C:28]2[CH:33]=[CH:32][CH:31]=[C:30]([CH3:34])[CH:29]=2)=[N:22]3)[CH2:11][CH2:10][CH2:9][OH:8])[CH2:16][CH2:15][CH2:14]1. The catalyst class is: 8. (3) Reactant: [F:1][C:2]1[CH:7]=[CH:6][C:5]([O:8][CH3:9])=[CH:4][C:3]=1[C:10]1[CH:15]=[CH:14][C:13]([CH:16]([OH:19])[CH:17]=[CH2:18])=[CH:12][CH:11]=1.[CH:20]1([C@@H:23]([C:30]2[CH:35]=[CH:34][C:33](I)=[C:32]([OH:37])[CH:31]=2)[C@H:24]([CH3:29])[C:25]([O:27][CH3:28])=[O:26])[CH2:22][CH2:21]1.C1(CNCC2CCCCC2)CCCCC1. Product: [CH:20]1([C@@H:23]([C:30]2[CH:35]=[CH:34][C:33]([CH2:18][CH2:17][C:16]([C:13]3[CH:14]=[CH:15][C:10]([C:3]4[CH:4]=[C:5]([O:8][CH3:9])[CH:6]=[CH:7][C:2]=4[F:1])=[CH:11][CH:12]=3)=[O:19])=[C:32]([OH:37])[CH:31]=2)[C@H:24]([CH3:29])[C:25]([O:27][CH3:28])=[O:26])[CH2:22][CH2:21]1. The catalyst class is: 11.